Predict the product of the given reaction. From a dataset of Forward reaction prediction with 1.9M reactions from USPTO patents (1976-2016). (1) Given the reactants [C:1]([O:5][C:6]([NH:8][C:9]1[CH:17]=[CH:16][CH:15]=[C:14]2[C:10]=1[CH:11]=[N:12][N:13]2[C:18]([C:25]1[CH:30]=[CH:29][C:28]([Cl:31])=[CH:27][CH:26]=1)([CH2:23][CH3:24])[C:19](OC)=[O:20])=[O:7])([CH3:4])([CH3:3])[CH3:2].[Li+].[BH4-], predict the reaction product. The product is: [Cl:31][C:28]1[CH:29]=[CH:30][C:25]([C:18]([N:13]2[C:14]3[C:10](=[C:9]([NH:8][C:6](=[O:7])[O:5][C:1]([CH3:4])([CH3:3])[CH3:2])[CH:17]=[CH:16][CH:15]=3)[CH:11]=[N:12]2)([CH2:23][CH3:24])[CH2:19][OH:20])=[CH:26][CH:27]=1. (2) Given the reactants [Br:1][C:2]1[CH:3]=[N:4][N:5]([CH3:38])[C:6]=1[C:7]1[CH:8]=[C:9]2[C:13](=[CH:14][CH:15]=1)[C:12](=[O:16])[N:11]([C@@H:17]([CH2:30][C:31]1[CH:36]=[CH:35][CH:34]=[C:33]([F:37])[CH:32]=1)[CH2:18][N:19]1C(=O)C3C(=CC=CC=3)C1=O)[CH2:10]2.NN, predict the reaction product. The product is: [NH2:19][CH2:18][C@@H:17]([N:11]1[CH2:10][C:9]2[C:13](=[CH:14][CH:15]=[C:7]([C:6]3[N:5]([CH3:38])[N:4]=[CH:3][C:2]=3[Br:1])[CH:8]=2)[C:12]1=[O:16])[CH2:30][C:31]1[CH:36]=[CH:35][CH:34]=[C:33]([F:37])[CH:32]=1. (3) Given the reactants Br[C:2]1[CH:3]=[C:4]2[C:9](=[CH:10][CH:11]=1)[N:8]=[CH:7][C:6]([C:12]([CH:14]1[CH2:16][CH2:15]1)=[O:13])=[C:5]2[N:17]1[CH2:22][CH2:21][CH:20]([CH2:23][N:24]([CH3:26])[CH3:25])[CH2:19][CH2:18]1.[Cl:27][C:28]1[CH:33]=[C:32](B2OC(C)(C)C(C)(C)O2)[CH:31]=[C:30]([F:43])[C:29]=1[OH:44], predict the reaction product. The product is: [Cl:27][C:28]1[CH:33]=[C:32]([C:2]2[CH:3]=[C:4]3[C:9](=[CH:10][CH:11]=2)[N:8]=[CH:7][C:6]([C:12]([CH:14]2[CH2:16][CH2:15]2)=[O:13])=[C:5]3[N:17]2[CH2:18][CH2:19][CH:20]([CH2:23][N:24]([CH3:26])[CH3:25])[CH2:21][CH2:22]2)[CH:31]=[C:30]([F:43])[C:29]=1[OH:44]. (4) Given the reactants CS(O)(=O)=O.[NH2:6][CH2:7][C:8]1[CH:9]=[C:10]2[C:14](=[CH:15][CH:16]=1)[C:13](=[O:17])[N:12]([CH:18]1[CH2:23][CH2:22][C:21](=[O:24])[NH:20][C:19]1=[O:25])[CH2:11]2.[C:26](N1C=CN=C1)(N1C=CN=C1)=[O:27].[NH2:38][C:39]1[CH:40]=[C:41]2[C:46](=[CH:47][CH:48]=1)[CH2:45][N:44]([C:49]([O:51][C:52]([CH3:55])([CH3:54])[CH3:53])=[O:50])[CH2:43][CH2:42]2.O, predict the reaction product. The product is: [C:52]([O:51][C:49]([N:44]1[CH2:43][CH2:42][C:41]2[C:46](=[CH:47][CH:48]=[C:39]([NH:38][C:26]([NH:6][CH2:7][C:8]3[CH:9]=[C:10]4[C:14](=[CH:15][CH:16]=3)[C:13](=[O:17])[N:12]([CH:18]3[CH2:23][CH2:22][C:21](=[O:24])[NH:20][C:19]3=[O:25])[CH2:11]4)=[O:27])[CH:40]=2)[CH2:45]1)=[O:50])([CH3:55])([CH3:54])[CH3:53]. (5) Given the reactants Cl.[NH2:2][CH2:3][C:4]([NH:6][CH:7]([C:14]1[CH:19]=[CH:18][C:17]([Cl:20])=[CH:16][CH:15]=1)[C:8]1[CH:13]=[CH:12][CH:11]=[CH:10][CH:9]=1)=[O:5].[F:21][C:22]([F:34])([F:33])[O:23][C:24]1[CH:32]=[CH:31][C:27]([C:28](O)=[O:29])=[CH:26][CH:25]=1, predict the reaction product. The product is: [Cl:20][C:17]1[CH:18]=[CH:19][C:14]([CH:7]([NH:6][C:4]([CH2:3][NH:2][C:28](=[O:29])[C:27]2[CH:31]=[CH:32][C:24]([O:23][C:22]([F:21])([F:33])[F:34])=[CH:25][CH:26]=2)=[O:5])[C:8]2[CH:13]=[CH:12][CH:11]=[CH:10][CH:9]=2)=[CH:15][CH:16]=1. (6) Given the reactants [CH:1]1([N:6]2[C:10]3[N:11]=[C:12]([NH:15][C:16]4[CH:21]=[CH:20][C:19]([N:22]5[CH2:27][CH2:26][NH:25][CH2:24][CH2:23]5)=[CH:18][N:17]=4)[N:13]=[CH:14][C:9]=3[C:8]3[CH:28]=[CH:29][N:30]=[CH:31][C:7]2=3)[CH2:5][CH2:4][CH2:3][CH2:2]1.C(N(CC)C(C)C)(C)C.[C:41]([O:44][CH2:45][C:46](Cl)=[O:47])(=[O:43])[CH3:42], predict the reaction product. The product is: [C:41]([O:44][CH2:45][C:46]([N:25]1[CH2:26][CH2:27][N:22]([C:19]2[CH:18]=[N:17][C:16]([NH:15][C:12]3[N:13]=[CH:14][C:9]4[C:8]5[CH:28]=[CH:29][N:30]=[CH:31][C:7]=5[N:6]([CH:1]5[CH2:2][CH2:3][CH2:4][CH2:5]5)[C:10]=4[N:11]=3)=[CH:21][CH:20]=2)[CH2:23][CH2:24]1)=[O:47])(=[O:43])[CH3:42].